This data is from Peptide-MHC class II binding affinity with 134,281 pairs from IEDB. The task is: Regression. Given a peptide amino acid sequence and an MHC pseudo amino acid sequence, predict their binding affinity value. This is MHC class II binding data. (1) The peptide sequence is RKLTELNAELSDK. The MHC is DRB4_0101 with pseudo-sequence DRB4_0103. The binding affinity (normalized) is 0.225. (2) The peptide sequence is YTTEGGTKTEAEDVI. The MHC is HLA-DPA10201-DPB10101 with pseudo-sequence HLA-DPA10201-DPB10101. The binding affinity (normalized) is 0.0900. (3) The peptide sequence is EIESCRKNSCECNFE. The MHC is H-2-IAb with pseudo-sequence H-2-IAb. The binding affinity (normalized) is 0. (4) The peptide sequence is LSPREEPDDIDCWCY. The MHC is HLA-DQA10201-DQB10303 with pseudo-sequence HLA-DQA10201-DQB10303. The binding affinity (normalized) is 0. (5) The peptide sequence is VPEKYTIGATYAPEE. The MHC is HLA-DPA10201-DPB10501 with pseudo-sequence HLA-DPA10201-DPB10501. The binding affinity (normalized) is 0.0622.